This data is from Reaction yield outcomes from USPTO patents with 853,638 reactions. The task is: Predict the reaction yield, written as a fraction of the theoretical maximum amount of product (1.0 means a 100% yield; for example, 0.34 means a 34% yield). (1) The reactants are [NH2:1][C:2]1[CH:3]=[C:4]([C:8]2[C:16]3[C:11](=[N:12][CH:13]=[C:14]4[C:19](=[O:20])[N:18]([CH2:21][CH2:22][C:23]5[CH:28]=[CH:27][CH:26]=[CH:25][CH:24]=5)[C:17](=[O:29])[C:15]4=3)[N:10]([CH2:30][C:31]3[CH:36]=[CH:35][C:34]([O:37][CH3:38])=[CH:33][CH:32]=3)[N:9]=2)[CH:5]=[CH:6][CH:7]=1.C(N(CC)CC)C.[C:46](Cl)(=[O:53])[C:47]1[CH:52]=[CH:51][CH:50]=[CH:49][CH:48]=1. The catalyst is ClCCl. The product is [CH3:38][O:37][C:34]1[CH:33]=[CH:32][C:31]([CH2:30][N:10]2[C:11]3=[N:12][CH:13]=[C:14]4[C:19](=[O:20])[N:18]([CH2:21][CH2:22][C:23]5[CH:28]=[CH:27][CH:26]=[CH:25][CH:24]=5)[C:17](=[O:29])[C:15]4=[C:16]3[C:8]([C:4]3[CH:3]=[C:2]([NH:1][C:46](=[O:53])[C:47]4[CH:52]=[CH:51][CH:50]=[CH:49][CH:48]=4)[CH:7]=[CH:6][CH:5]=3)=[N:9]2)=[CH:36][CH:35]=1. The yield is 0.110. (2) The reactants are [CH3:1][O:2][CH:3]([C:6]1[C:14]2[C:9](=[CH:10][C:11](I)=[CH:12][CH:13]=2)[N:8]([CH2:16][O:17][CH2:18][CH2:19][Si:20]([CH3:23])([CH3:22])[CH3:21])[N:7]=1)[O:4][CH3:5].[CH3:24][O:25][C:26]1[CH:31]=[C:30]([O:32][CH:33]([Si](C)(C)C)[O:34][CH2:35][CH3:36])[CH:29]=[CH:28][C:27]=1B(O)O.C(=O)([O-])[O-].[Na+].[Na+].CO. The catalyst is C1C=CC=CC=1.CCOCC.C1C=CC([P]([Pd]([P](C2C=CC=CC=2)(C2C=CC=CC=2)C2C=CC=CC=2)([P](C2C=CC=CC=2)(C2C=CC=CC=2)C2C=CC=CC=2)[P](C2C=CC=CC=2)(C2C=CC=CC=2)C2C=CC=CC=2)(C2C=CC=CC=2)C2C=CC=CC=2)=CC=1.O. The product is [CH3:1][O:2][CH:3]([C:6]1[C:14]2[C:9](=[CH:10][C:11]([C:27]3[CH:28]=[CH:29][C:30]([O:32][CH2:33][O:34][CH2:35][CH2:36][Si:20]([CH3:22])([CH3:21])[CH3:19])=[CH:31][C:26]=3[O:25][CH3:24])=[CH:12][CH:13]=2)[N:8]([CH2:16][O:17][CH2:18][CH2:19][Si:20]([CH3:23])([CH3:22])[CH3:21])[N:7]=1)[O:4][CH3:5]. The yield is 0.820. (3) The reactants are I[C:2]1[CH:7]=[CH:6][C:5]([N:8]2[CH2:13][CH2:12][N:11]([CH3:14])[CH2:10][CH2:9]2)=[C:4]([CH3:15])[CH:3]=1.CC([O-])=O.[K+].[B:21]1([B:21]2[O:25][C:24]([CH3:27])([CH3:26])[C:23]([CH3:29])([CH3:28])[O:22]2)[O:25][C:24]([CH3:27])([CH3:26])[C:23]([CH3:29])([CH3:28])[O:22]1.N#N. The catalyst is C1(C)C=CC=CC=1. The product is [CH3:14][N:11]1[CH2:12][CH2:13][N:8]([C:5]2[CH:6]=[CH:7][C:2]([B:21]3[O:25][C:24]([CH3:27])([CH3:26])[C:23]([CH3:29])([CH3:28])[O:22]3)=[CH:3][C:4]=2[CH3:15])[CH2:9][CH2:10]1. The yield is 0.540. (4) The catalyst is CO. The yield is 0.680. The product is [CH3:17][O:10][C:9](=[O:11])[C:8]1[CH:12]=[CH:13][C:14]([Cl:16])=[N:15][C:7]=1[NH2:6]. The reactants are S(=O)(=O)(O)O.[NH2:6][C:7]1[N:15]=[C:14]([Cl:16])[CH:13]=[CH:12][C:8]=1[C:9]([OH:11])=[O:10].[C:17](=O)([O-])O.[Na+]. (5) The reactants are [NH2:1][C:2]1[S:3][CH:4]=[CH:5][C:6]=1[C:7]1[CH:12]=[CH:11][CH:10]=[CH:9][CH:8]=1.[C:13](O[C:13]([O:15][C:16]([CH3:19])([CH3:18])[CH3:17])=[O:14])([O:15][C:16]([CH3:19])([CH3:18])[CH3:17])=[O:14].C(N(C(C)C)CC)(C)C. The catalyst is C1COCC1. The product is [C:13]([NH:1][C:2]1[S:3][CH:4]=[CH:5][C:6]=1[C:7]1[CH:12]=[CH:11][CH:10]=[CH:9][CH:8]=1)([O:15][C:16]([CH3:19])([CH3:18])[CH3:17])=[O:14]. The yield is 0.590.